Dataset: Catalyst prediction with 721,799 reactions and 888 catalyst types from USPTO. Task: Predict which catalyst facilitates the given reaction. (1) Product: [CH2:30]([O:29][C:27](=[O:28])[CH2:26][CH2:32][N:1]1[C:9]2[C:4](=[C:5]([C:10]([N:12]3[CH2:18][C:17]4([CH3:20])[CH2:19][CH:13]3[CH2:14][C:15]([CH3:22])([CH3:21])[CH2:16]4)=[O:11])[CH:6]=[CH:7][CH:8]=2)[CH:3]=[CH:2]1)[CH3:31]. Reactant: [NH:1]1[C:9]2[C:4](=[C:5]([C:10]([N:12]3[CH2:18][C:17]4([CH3:20])[CH2:19][CH:13]3[CH2:14][C:15]([CH3:22])([CH3:21])[CH2:16]4)=[O:11])[CH:6]=[CH:7][CH:8]=2)[CH:3]=[CH:2]1.[H-].[Na+].Br[CH:26]([CH3:32])[C:27]([O:29][CH2:30][CH3:31])=[O:28]. The catalyst class is: 3. (2) Reactant: [CH3:1][C@@:2]1([C:14]([O:16][CH3:17])=[O:15])[CH2:6][CH2:5][CH2:4][N:3]1[C:7]([O:9][C:10]([CH3:13])([CH3:12])[CH3:11])=[O:8].C(OCC)(=[O:20])C. Product: [CH3:1][C@@:2]1([C:14]([O:16][CH3:17])=[O:15])[CH2:6][CH2:5][C:4](=[O:20])[N:3]1[C:7]([O:9][C:10]([CH3:11])([CH3:12])[CH3:13])=[O:8]. The catalyst class is: 6. (3) Reactant: [C:1]1([CH2:13][CH2:14][NH2:15])[CH:2]=[N:3][N:4]2[CH:9]=[CH:8][C:7]3[O:10][CH:11]=[CH:12][C:6]=3[C:5]=12.C(N(CC)CC)C.[C:23](O[C:23](=[O:26])[CH2:24][CH3:25])(=[O:26])[CH2:24][CH3:25]. Product: [C:1]1([CH2:13][CH2:14][NH:15][C:23](=[O:26])[CH2:24][CH3:25])[CH:2]=[N:3][N:4]2[CH:9]=[CH:8][C:7]3[O:10][CH:11]=[CH:12][C:6]=3[C:5]=12. The catalyst class is: 685. (4) Reactant: C(=O)([O-])O.[Na+].CS(C)=O.Cl.[NH2:11][OH:12].[CH2:13]([O:15][C:16]1[CH:17]=[N:18][C:19]([N:22]2[C:27](=[O:28])[C:26]([CH2:29][C:30]3[CH:31]=[CH:32][C:33]([C:36]4[CH:43]=[CH:42][CH:41]=[CH:40][C:37]=4[C:38]#[N:39])=[N:34][CH:35]=3)=[C:25]([CH2:44][CH2:45][CH3:46])[N:24]=[C:23]2[CH:47]([CH3:49])[CH3:48])=[N:20][CH:21]=1)[CH3:14]. Product: [CH2:13]([O:15][C:16]1[CH:17]=[N:18][C:19]([N:22]2[C:27](=[O:28])[C:26]([CH2:29][C:30]3[CH:31]=[CH:32][C:33]([C:36]4[CH:43]=[CH:42][CH:41]=[CH:40][C:37]=4[C:38](=[N:11][OH:12])[NH2:39])=[N:34][CH:35]=3)=[C:25]([CH2:44][CH2:45][CH3:46])[N:24]=[C:23]2[CH:47]([CH3:49])[CH3:48])=[N:20][CH:21]=1)[CH3:14]. The catalyst class is: 84. (5) Reactant: [NH:1]1[C:9]2[C:4](=[CH:5][CH:6]=[CH:7][CH:8]=2)[CH:3]=[CH:2]1.[H-].[Na+].Cl.Cl[CH2:14][C:15]1[CH:30]=[CH:29][C:18]([C:19]([N:21]2[CH2:25][CH2:24][CH:23]([N:26]([CH3:28])[CH3:27])[CH2:22]2)=[O:20])=[CH:17][CH:16]=1. Product: [N:1]1([CH2:14][C:15]2[CH:16]=[CH:17][C:18]([C:19]([N:21]3[CH2:25][CH2:24][CH:23]([N:26]([CH3:27])[CH3:28])[CH2:22]3)=[O:20])=[CH:29][CH:30]=2)[C:9]2[C:4](=[CH:5][CH:6]=[CH:7][CH:8]=2)[CH:3]=[CH:2]1. The catalyst class is: 3. (6) The catalyst class is: 1. Product: [Cl:1][C:2]1[CH:3]=[CH:4][C:5]2[N:6]([C:8]([C:11]([C:13]3[C:14]([F:24])=[C:15]4[C:20](=[CH:21][C:22]=3[F:23])[N:19]=[CH:18][CH:17]=[CH:16]4)([OH:12])[CH3:25])=[CH:9][N:10]=2)[N:7]=1. Reactant: [Cl:1][C:2]1[CH:3]=[CH:4][C:5]2[N:6]([C:8]([C:11]([C:13]3[C:14]([F:24])=[C:15]4[C:20](=[CH:21][C:22]=3[F:23])[N:19]=[CH:18][CH:17]=[CH:16]4)=[O:12])=[CH:9][N:10]=2)[N:7]=1.[CH3:25][Mg]Br. (7) Product: [ClH:20].[NH:10]1[CH2:11][CH2:12][C@@H:8]([O:7][CH2:6][C:4]([O:3][CH2:1][CH3:2])=[O:5])[CH2:9]1. The catalyst class is: 12. Reactant: [CH2:1]([O:3][C:4]([CH2:6][O:7][C@@H:8]1[CH2:12][CH2:11][N:10](C(OC(C)(C)C)=O)[CH2:9]1)=[O:5])[CH3:2].[ClH:20].